From a dataset of Catalyst prediction with 721,799 reactions and 888 catalyst types from USPTO. Predict which catalyst facilitates the given reaction. (1) Reactant: [N:1]([CH2:4][C:5]12[CH2:12][CH2:11][C:8]([C:13]3[S:21][C:20]4[C:19]([N:22]5[CH2:27][CH2:26][O:25][CH2:24][CH2:23]5)=[N:18][C:17]([C:28]5[CH:36]=[CH:35][CH:34]=[C:33]6[C:29]=5[CH:30]=[N:31][NH:32]6)=[N:16][C:15]=4[CH:14]=3)([CH2:9][CH2:10]1)[O:7][CH2:6]2)=[N+]=[N-].C(N)CN. Product: [NH:32]1[C:33]2[C:29](=[C:28]([C:17]3[N:18]=[C:19]([N:22]4[CH2:27][CH2:26][O:25][CH2:24][CH2:23]4)[C:20]4[S:21][C:13]([C:8]56[CH2:11][CH2:12][C:5]([CH2:4][NH2:1])([CH2:10][CH2:9]5)[CH2:6][O:7]6)=[CH:14][C:15]=4[N:16]=3)[CH:36]=[CH:35][CH:34]=2)[CH:30]=[N:31]1. The catalyst class is: 19. (2) Reactant: [H-].COCCO[Al+]OCCOC.[Na+].[H-].[CH2:15]([N:17]1[CH2:21][CH2:20][CH2:19][CH:18]1[C:22]([NH2:24])=O)[CH3:16].O1CCCC1. Product: [CH2:15]([N:17]1[CH2:21][CH2:20][CH2:19][CH:18]1[CH2:22][NH2:24])[CH3:16]. The catalyst class is: 170. (3) Reactant: [C@@H:1]1([NH:10][C:11]2[C:12]3[CH:19]=[CH:18][N:17]([C@@H:20]4[CH2:24][C@@H:23]([CH2:25][OH:26])[C@@H:22]([OH:27])[C@H:21]4[OH:28])[C:13]=3[N:14]=[CH:15][N:16]=2)[C:9]2[C:4](=[CH:5][CH:6]=[CH:7][CH:8]=2)[CH2:3][CH2:2]1.[Si:29](Cl)([C:32]([CH3:35])([CH3:34])[CH3:33])([CH3:31])[CH3:30].N1C=CN=C1. Product: [Si:29]([O:26][CH2:25][C@@H:23]1[CH2:24][C@@H:20]([N:17]2[C:13]3[N:14]=[CH:15][N:16]=[C:11]([NH:10][C@@H:1]4[C:9]5[C:4](=[CH:5][CH:6]=[CH:7][CH:8]=5)[CH2:3][CH2:2]4)[C:12]=3[CH:19]=[CH:18]2)[C@H:21]([OH:28])[C@@H:22]1[OH:27])([C:32]([CH3:35])([CH3:34])[CH3:33])([CH3:31])[CH3:30]. The catalyst class is: 3. (4) Reactant: [CH2:1]([O:8][C:9](=[O:22])[NH:10][CH2:11][CH2:12][CH2:13][CH2:14][C:15]1[CH:20]=[CH:19][C:18]([OH:21])=[CH:17][CH:16]=1)[C:2]1[CH:7]=[CH:6][CH:5]=[CH:4][CH:3]=1.C(=O)([O-])[O-].[K+].[K+].[I-].[Na+].Br[CH2:32][C:33]([O:35][CH2:36][CH3:37])=[O:34]. Product: [CH2:36]([O:35][C:33](=[O:34])[CH2:32][O:21][C:18]1[CH:19]=[CH:20][C:15]([CH2:14][CH2:13][CH2:12][CH2:11][NH:10][C:9]([O:8][CH2:1][C:2]2[CH:7]=[CH:6][CH:5]=[CH:4][CH:3]=2)=[O:22])=[CH:16][CH:17]=1)[CH3:37]. The catalyst class is: 18. (5) Reactant: [CH3:1][O:2][C:3]1[CH:8]=[CH:7][C:6]([O:9][C:10](=[O:12])[CH3:11])=[CH:5][CH:4]=1.C([O-])(=O)C.[Na+].[Br:18]Br. Product: [Br:18][C:4]1[CH:5]=[C:6]([O:9][C:10](=[O:12])[CH3:11])[CH:7]=[CH:8][C:3]=1[O:2][CH3:1]. The catalyst class is: 86. (6) Reactant: Br[C:2]1[CH:7]=[CH:6][C:5]([C:8]2[CH:17]=[C:11]3[N:12]=[C:13]([CH3:16])[CH:14]=[CH:15][N:10]3[N:9]=2)=[CH:4][CH:3]=1.C([O-])(=O)C.[K+].[B:23]1([B:23]2[O:27][C:26]([CH3:29])([CH3:28])[C:25]([CH3:31])([CH3:30])[O:24]2)[O:27][C:26]([CH3:29])([CH3:28])[C:25]([CH3:31])([CH3:30])[O:24]1. Product: [CH3:16][C:13]1[CH:14]=[CH:15][N:10]2[N:9]=[C:8]([C:5]3[CH:6]=[CH:7][C:2]([B:23]4[O:27][C:26]([CH3:29])([CH3:28])[C:25]([CH3:31])([CH3:30])[O:24]4)=[CH:3][CH:4]=3)[CH:17]=[C:11]2[N:12]=1. The catalyst class is: 75. (7) Reactant: [Cl:1][C:2]1[CH:7]=[CH:6][C:5]([S:8]([CH:11]2[CH2:16][CH2:15][NH:14][CH2:13][CH2:12]2)(=[O:10])=[O:9])=[CH:4][CH:3]=1.Cl[C:18]1[C:23]([F:24])=[CH:22][CH:21]=[CH:20][N:19]=1.CCN(C(C)C)C(C)C. Product: [Cl:1][C:2]1[CH:3]=[CH:4][C:5]([S:8]([CH:11]2[CH2:16][CH2:15][N:14]([C:18]3[C:23]([F:24])=[CH:22][CH:21]=[CH:20][N:19]=3)[CH2:13][CH2:12]2)(=[O:9])=[O:10])=[CH:6][CH:7]=1. The catalyst class is: 12. (8) Reactant: [Cl:1][C:2]1[CH:3]=[C:4]([CH2:8][CH:9]=O)[CH:5]=[CH:6][CH:7]=1.[C:11]1([NH:17]N)[CH:16]=[CH:15][CH:14]=[CH:13][CH:12]=1. The catalyst class is: 699. Product: [Cl:1][C:2]1[CH:3]=[C:4]([C:8]2[C:16]3[C:11](=[CH:12][CH:13]=[CH:14][CH:15]=3)[NH:17][CH:9]=2)[CH:5]=[CH:6][CH:7]=1. (9) The catalyst class is: 1. Product: [Cl:7][C:6]([Cl:9])([Cl:8])[CH2:5][O:4][C:2](=[O:3])[NH:33][C:16]1[N:17]([C:19]2[CH:24]=[CH:23][C:22]([F:25])=[C:21]([CH2:26][N:27]3[CH2:32][CH2:31][O:30][CH2:29][CH2:28]3)[CH:20]=2)[N:18]=[C:14]([C:10]([CH3:13])([CH3:12])[CH3:11])[CH:15]=1. Reactant: Cl[C:2]([O:4][CH2:5][C:6]([Cl:9])([Cl:8])[Cl:7])=[O:3].[C:10]([C:14]1[CH:15]=[C:16]([NH2:33])[N:17]([C:19]2[CH:24]=[CH:23][C:22]([F:25])=[C:21]([CH2:26][N:27]3[CH2:32][CH2:31][O:30][CH2:29][CH2:28]3)[CH:20]=2)[N:18]=1)([CH3:13])([CH3:12])[CH3:11].CCN(C(C)C)C(C)C.